From a dataset of Catalyst prediction with 721,799 reactions and 888 catalyst types from USPTO. Predict which catalyst facilitates the given reaction. (1) Reactant: [C:1]([NH:8][C:9](=O)[CH2:10][NH2:11])([O:3][C:4]([CH3:7])([CH3:6])[CH3:5])=[O:2].CN(C([O:20]N1N=NC2C=CC=NC1=2)=[N+](C)C)C.F[P-](F)(F)(F)(F)F.CCN(C(C)C)C(C)C.[CH2:46]([O:49][C:50]1[C:55]([C:56]#[N:57])=[CH:54][C:53]([C:58]2[O:62][N:61]=[C:60]([C:63]3[CH:73]=[CH:72][C:66]4[CH2:67][CH2:68]N[CH2:70][CH2:71][C:65]=4[CH:64]=3)[N:59]=2)=[CH:52][N:51]=1)[CH2:47][CH3:48]. Product: [C:56]([C:55]1[CH:54]=[C:53]([C:58]2[O:62][N:61]=[C:60]([C:63]3[CH:73]=[CH:72][C:66]4[CH2:67][CH2:68][N:11]([C:10](=[O:20])[CH2:9][NH:8][C:1](=[O:2])[O:3][C:4]([CH3:7])([CH3:6])[CH3:5])[CH2:70][CH2:71][C:65]=4[CH:64]=3)[N:59]=2)[CH:52]=[N:51][C:50]=1[O:49][CH2:46][CH2:47][CH3:48])#[N:57]. The catalyst class is: 3. (2) Reactant: [CH:1]([C@:4]1([C:17]([N:19]2[CH2:24][CH2:23][N:22]([C:25]3[CH:30]=[C:29]([C:31]([F:34])([F:33])[F:32])[N:28]=[CH:27][N:26]=3)[CH2:21][CH2:20]2)=[O:18])[CH2:8][CH2:7][C@@H:6]([NH:9][C:10](=O)OC(C)(C)C)[CH2:5]1)([CH3:3])[CH3:2].O1[CH2:40][CH2:39][O:38][CH2:37][CH2:36]1.[CH2:41](Cl)Cl. Product: [CH:1]([C@:4]1([C:17]([N:19]2[CH2:20][CH2:21][N:22]([C:25]3[CH:30]=[C:29]([C:31]([F:34])([F:33])[F:32])[N:28]=[CH:27][N:26]=3)[CH2:23][CH2:24]2)=[O:18])[CH2:8][CH2:7][C@@H:6]([NH:9][CH:10]2[CH2:36][CH2:37][O:38][CH2:39][CH:40]2[CH3:41])[CH2:5]1)([CH3:2])[CH3:3]. The catalyst class is: 33. (3) Reactant: O1CCOCC1.[CH3:7][O:8][C:9]1[C:14]([N+:15]([O-:17])=[O:16])=[CH:13][C:12]([CH3:18])=[CH:11][C:10]=1B1OC(C)(C)C(C)(C)O1.Br[C:29]1[O:33][C:32]([C:34]([OH:36])=[O:35])=[CH:31][CH:30]=1.C(=O)([O-])[O-].[Na+].[Na+]. Product: [N+:15]([C:14]1[C:9]([O:8][CH3:7])=[C:10]([C:29]2[O:33][C:32]([C:34]([OH:36])=[O:35])=[CH:31][CH:30]=2)[CH:11]=[C:12]([CH3:18])[CH:13]=1)([O-:17])=[O:16]. The catalyst class is: 103. (4) Reactant: [F:1][C:2]1([F:43])[CH2:7][CH2:6][C@@H:5]([NH:8][C:9](=[O:22])[C:10]2[CH:15]=[CH:14][C:13]([N:16]3[CH:20]=[CH:19][C:18]([CH3:21])=[N:17]3)=[CH:12][CH:11]=2)[C@@H:4]([C:23]([N:25]2[C:37]3[C:36]4[CH:35]=[CH:34][CH:33]=[CH:32][C:31]=4[N:30]=[C:29]([C:38]4[NH:39][CH:40]=[CH:41][N:42]=4)[C:28]=3[CH2:27][CH2:26]2)=[O:24])[CH2:3]1.[ClH:44]. Product: [ClH:44].[F:43][C:2]1([F:1])[CH2:7][CH2:6][C@@H:5]([NH:8][C:9](=[O:22])[C:10]2[CH:15]=[CH:14][C:13]([N:16]3[CH:20]=[CH:19][C:18]([CH3:21])=[N:17]3)=[CH:12][CH:11]=2)[C@@H:4]([C:23]([N:25]2[C:37]3[C:36]4[CH:35]=[CH:34][CH:33]=[CH:32][C:31]=4[N:30]=[C:29]([C:38]4[NH:39][CH:40]=[CH:41][N:42]=4)[C:28]=3[CH2:27][CH2:26]2)=[O:24])[CH2:3]1. The catalyst class is: 8. (5) Reactant: [CH3:1][O:2][CH2:3][CH2:4][CH2:5][C:6]1[C:11]2[C:12]([CH3:41])=[C:13]([CH2:15][O:16][C:17]3[CH:22]=[CH:21][C:20]([C:23]4[CH:28]=[CH:27][C:26]([S:29]([NH:32][C@H:33]([C:37]([O:39]C)=[O:38])[CH:34]([CH3:36])[CH3:35])(=[O:31])=[O:30])=[CH:25][CH:24]=4)=[CH:19][CH:18]=3)[O:14][C:10]=2[CH:9]=[CH:8][CH:7]=1.[OH-].[Li+].Cl.C(OCC)(=O)C. Product: [CH3:1][O:2][CH2:3][CH2:4][CH2:5][C:6]1[C:11]2[C:12]([CH3:41])=[C:13]([CH2:15][O:16][C:17]3[CH:22]=[CH:21][C:20]([C:23]4[CH:28]=[CH:27][C:26]([S:29]([NH:32][C@H:33]([C:37]([OH:39])=[O:38])[CH:34]([CH3:36])[CH3:35])(=[O:31])=[O:30])=[CH:25][CH:24]=4)=[CH:19][CH:18]=3)[O:14][C:10]=2[CH:9]=[CH:8][CH:7]=1. The catalyst class is: 193. (6) Reactant: [Cl:1][C:2]1[CH:7]=[C:6]([O:8][CH3:9])[C:5]([O:10]COC)=[CH:4][C:3]=1[C:14]1[C:15]2[C:26]([C:27]#[N:28])=[CH:25][N:24]([CH2:29][O:30][CH2:31][CH2:32][Si:33]([CH3:36])([CH3:35])[CH3:34])[C:16]=2[N:17]=[C:18]([S:20][CH:21]([CH3:23])[CH3:22])[N:19]=1.C1(C)C=CC(S([O-])(=O)=O)=CC=1.[NH+]1C=CC=CC=1. Product: [Cl:1][C:2]1[CH:7]=[C:6]([O:8][CH3:9])[C:5]([OH:10])=[CH:4][C:3]=1[C:14]1[C:15]2[C:26]([C:27]#[N:28])=[CH:25][N:24]([CH2:29][O:30][CH2:31][CH2:32][Si:33]([CH3:36])([CH3:35])[CH3:34])[C:16]=2[N:17]=[C:18]([S:20][CH:21]([CH3:23])[CH3:22])[N:19]=1. The catalyst class is: 41. (7) Reactant: [NH2:1][C@@H:2]1[CH2:7][C@@H:6]2[N:8]([C:9]([O:11][C:12]([CH3:15])([CH3:14])[CH3:13])=[O:10])[C@H:3]1[CH2:4][CH2:5]2.C(N(CC)CC)C.Cl[C:24]1[CH:29]=[N:28][C:27]([C:30]([F:33])([F:32])[F:31])=[CH:26][N:25]=1. Product: [F:31][C:30]([F:33])([F:32])[C:27]1[N:28]=[CH:29][C:24]([NH:1][C@@H:2]2[CH2:7][C@@H:6]3[N:8]([C:9]([O:11][C:12]([CH3:15])([CH3:14])[CH3:13])=[O:10])[C@H:3]2[CH2:4][CH2:5]3)=[N:25][CH:26]=1. The catalyst class is: 10. (8) Reactant: [N:1]1[CH:6]=[CH:5][CH:4]=[N:3][C:2]=1[N:7]1[CH2:12][CH2:11][N:10]([C:13]2[CH:18]=[CH:17][C:16]([C:19]3[S:23][C:22]([C:24]4[CH:33]=[CH:32][C:27]([C:28]([O:30]C)=[O:29])=[CH:26][CH:25]=4)=[N:21][N:20]=3)=[CH:15][CH:14]=2)[CH2:9][CH2:8]1.[OH-].[Na+].C(O)C.Cl. Product: [N:3]1[CH:4]=[CH:5][CH:6]=[N:1][C:2]=1[N:7]1[CH2:12][CH2:11][N:10]([C:13]2[CH:14]=[CH:15][C:16]([C:19]3[S:23][C:22]([C:24]4[CH:33]=[CH:32][C:27]([C:28]([OH:30])=[O:29])=[CH:26][CH:25]=4)=[N:21][N:20]=3)=[CH:17][CH:18]=2)[CH2:9][CH2:8]1. The catalyst class is: 132. (9) Reactant: [NH2:1][C:2]1[CH:7]=[C:6]([C:8]([CH3:11])([CH3:10])[CH3:9])[CH:5]=[CH:4][N:3]=1.[Cl:12][C:13]1[C:18]([Cl:19])=[CH:17][CH:16]=[CH:15][C:14]=1[N:20]=[C:21]=[O:22]. Product: [C:8]([C:6]1[CH:5]=[CH:4][N:3]=[C:2]([NH:1][C:21]([NH:20][C:14]2[CH:15]=[CH:16][CH:17]=[C:18]([Cl:19])[C:13]=2[Cl:12])=[O:22])[CH:7]=1)([CH3:11])([CH3:10])[CH3:9]. The catalyst class is: 260.